Predict the product of the given reaction. From a dataset of Forward reaction prediction with 1.9M reactions from USPTO patents (1976-2016). (1) Given the reactants C(OCC1C(N2CCN3C4CCCCC=4C=C3C2=O)=NC=CC=1C1C=C(NC2C=CC(N3CCN(C4COC4)C[C@@H]3CC)=CN=2)C(=O)N(C)C=1)(=O)C.[C:53]([O:56][CH2:57][C:58]1[C:59]([N:73]2[CH2:85][CH2:84][N:76]3[C:77]4[CH2:78][CH2:79][CH2:80][CH2:81][C:82]=4[CH:83]=[C:75]3[C:74]2=[O:86])=[N:60][CH:61]=[CH:62][C:63]=1B1OC(C)(C)C(C)(C)O1)(=[O:55])[CH3:54].Cl[C:88]1[CH:89]=[C:90]([NH:96][C:97]2[CH:105]=[C:100]3[CH2:101][O:102][CH2:103][CH2:104][N:99]3[N:98]=2)[C:91](=[O:95])[N:92]([CH3:94])[N:93]=1, predict the reaction product. The product is: [C:53]([O:56][CH2:57][C:58]1[C:59]([N:73]2[CH2:85][CH2:84][N:76]3[C:77]4[CH2:78][CH2:79][CH2:80][CH2:81][C:82]=4[CH:83]=[C:75]3[C:74]2=[O:86])=[N:60][CH:61]=[CH:62][C:63]=1[C:88]1[CH:89]=[C:90]([NH:96][C:97]2[CH:105]=[C:100]3[CH2:101][O:102][CH2:103][CH2:104][N:99]3[N:98]=2)[C:91](=[O:95])[N:92]([CH3:94])[N:93]=1)(=[O:55])[CH3:54]. (2) Given the reactants [I:1][C:2]1[CH:10]=[C:9]2[C:5]([C:6]([C:11]([OH:14])([CH3:13])[CH3:12])=[N:7][NH:8]2)=[CH:4][CH:3]=1.[H-].[Na+].Cl[C:18]1[CH:23]=[CH:22][N:21]=[C:20]([NH2:24])[N:19]=1, predict the reaction product. The product is: [NH2:24][C:20]1[N:21]=[C:22]([N:8]2[C:9]3[C:5](=[CH:4][CH:3]=[C:2]([I:1])[CH:10]=3)[C:6]([C:11]([OH:14])([CH3:12])[CH3:13])=[N:7]2)[CH:23]=[CH:18][N:19]=1. (3) Given the reactants [NH2:1][C:2]1[CH:11]=[CH:10][C:5]([C:6]([O:8][CH3:9])=[O:7])=[CH:4][C:3]=1[O:12][CH3:13].[Cl:14][C:15]1[CH:28]=[CH:27][C:18]2[S:19][C:20]([S:23](Cl)(=[O:25])=[O:24])=[C:21]([CH3:22])[C:17]=2[CH:16]=1, predict the reaction product. The product is: [Cl:14][C:15]1[CH:28]=[CH:27][C:18]2[S:19][C:20]([S:23]([NH:1][C:2]3[CH:11]=[CH:10][C:5]([C:6]([O:8][CH3:9])=[O:7])=[CH:4][C:3]=3[O:12][CH3:13])(=[O:24])=[O:25])=[C:21]([CH3:22])[C:17]=2[CH:16]=1. (4) Given the reactants [Cl:1][C:2]1[CH:10]=[CH:9][C:8]([NH:11][C:12](=[O:24])[C:13]2[CH:18]=[C:17]([C:19]([F:22])([F:21])[F:20])[CH:16]=[CH:15][C:14]=2[F:23])=[CH:7][C:3]=1[C:4](O)=[O:5].ClC1N=C(OC)N=C(OC)N=1.CN1CCOCC1.C(OC([N:50]1[CH2:55][CH2:54][CH:53]([S:56]([C:59]2[CH:64]=[CH:63][C:62]([NH:65][C:66]3[N:71]=[CH:70][C:69]([NH2:72])=[CH:68][N:67]=3)=[CH:61][CH:60]=2)(=[O:58])=[O:57])[CH2:52][CH2:51]1)=O)(C)(C)C.C(O)(C(F)(F)F)=O, predict the reaction product. The product is: [Cl:1][C:2]1[CH:10]=[CH:9][C:8]([NH:11][C:12](=[O:24])[C:13]2[CH:18]=[C:17]([C:19]([F:21])([F:22])[F:20])[CH:16]=[CH:15][C:14]=2[F:23])=[CH:7][C:3]=1[C:4]([NH:72][C:69]1[CH:70]=[N:71][C:66]([NH:65][C:62]2[CH:63]=[CH:64][C:59]([S:56]([CH:53]3[CH2:54][CH2:55][NH:50][CH2:51][CH2:52]3)(=[O:57])=[O:58])=[CH:60][CH:61]=2)=[N:67][CH:68]=1)=[O:5]. (5) Given the reactants [Cl:1][C:2]1[C:3]([F:27])=[N:4][C:5]([O:21][CH2:22][C:23]([O:25]C)=[O:24])=[C:6]([Cl:20])[C:7]=1[O:8][C:9]1[CH:14]=[CH:13][C:12]([O:15]C)=[C:11]([CH:17]([CH3:19])[CH3:18])[CH:10]=1.B(Br)(Br)Br.O, predict the reaction product. The product is: [Cl:1][C:2]1[C:3]([F:27])=[N:4][C:5]([O:21][CH2:22][C:23]([OH:25])=[O:24])=[C:6]([Cl:20])[C:7]=1[O:8][C:9]1[CH:14]=[CH:13][C:12]([OH:15])=[C:11]([CH:17]([CH3:19])[CH3:18])[CH:10]=1. (6) Given the reactants [C:1]1(=[O:7])[CH2:6][CH2:5][CH2:4][CH2:3][CH2:2]1.II.Br[CH2:11][C:12]([O:14][CH2:15][CH3:16])=[O:13].S(=O)(=O)(O)O, predict the reaction product. The product is: [C:12]([O:14][CH2:15][CH2:16][C:1]1([OH:7])[CH2:6][CH2:5][CH2:4][CH2:3][CH2:2]1)(=[O:13])[CH3:11]. (7) The product is: [F:1][C:2]1[CH:3]=[N:4][CH:5]=[C:6]([F:17])[C:7]=1[C:8]([NH:10][C:11]1[S:12][C:13]([C:23]2[N:19]([CH3:18])[N:20]=[C:21]([C:27]([F:30])([F:29])[F:28])[CH:22]=2)=[CH:14][N:15]=1)=[O:9]. Given the reactants [F:1][C:2]1[CH:3]=[N:4][CH:5]=[C:6]([F:17])[C:7]=1[C:8]([NH:10][C:11]1[S:12][C:13](Br)=[CH:14][N:15]=1)=[O:9].[CH3:18][N:19]1[C:23](B(O)O)=[CH:22][C:21]([C:27]([F:30])([F:29])[F:28])=[N:20]1.[O-]P([O-])([O-])=O.[K+].[K+].[K+], predict the reaction product.